From a dataset of Catalyst prediction with 721,799 reactions and 888 catalyst types from USPTO. Predict which catalyst facilitates the given reaction. (1) Reactant: [Br:1][C:2]1[CH:7]=[CH:6][C:5]([CH2:8][C:9]([OH:11])=O)=[CH:4][CH:3]=1.[CH2:12]([C@@H:19]1[CH2:23][O:22][C:21](=[O:24])[NH:20]1)[C:13]1[CH:18]=[CH:17][CH:16]=[CH:15][CH:14]=1.C(N(CC)CC)C.C(Cl)(=O)C(C)(C)C. Product: [CH2:12]([C@@H:19]1[CH2:23][O:22][C:21](=[O:24])[N:20]1[C:9](=[O:11])[CH2:8][C:5]1[CH:4]=[CH:3][C:2]([Br:1])=[CH:7][CH:6]=1)[C:13]1[CH:14]=[CH:15][CH:16]=[CH:17][CH:18]=1. The catalyst class is: 11. (2) The catalyst class is: 31. Reactant: [C:1]([NH:5][C:6](=[O:18])[C:7]([C:9]1[CH:10]=[C:11]([C:15]([OH:17])=O)[N:12]([CH3:14])[CH:13]=1)=[O:8])([CH3:4])([CH3:3])[CH3:2].[Cl:19][C:20]1[CH:21]=[C:22]([CH:24]=[C:25]([F:28])[C:26]=1[F:27])[NH2:23].C(N(CC)C(C)C)(C)C.F[P-](F)(F)(F)(F)F.N1(OC(N(C)C)=[N+](C)C)C2N=CC=CC=2N=N1. Product: [C:1]([NH:5][C:6](=[O:18])[C:7]([C:9]1[CH:10]=[C:11]([C:15]([NH:23][C:22]2[CH:24]=[C:25]([F:28])[C:26]([F:27])=[C:20]([Cl:19])[CH:21]=2)=[O:17])[N:12]([CH3:14])[CH:13]=1)=[O:8])([CH3:2])([CH3:3])[CH3:4]. (3) Reactant: [Cl:1][C:2]1[CH:7]=[CH:6][C:5]([Cl:8])=[CH:4][C:3]=1[OH:9].C(=O)([O-])[O-].[K+].[K+].[CH2:16](Br)[C:17]#[CH:18].C1(C)C=CC=CC=1. Product: [Cl:1][C:2]1[CH:7]=[CH:6][C:5]([Cl:8])=[CH:4][C:3]=1[O:9][CH2:18][C:17]#[CH:16]. The catalyst class is: 21. (4) Reactant: [CH:1]([NH2:4])([CH3:3])[CH3:2].Cl[C:6]1[N:14]=[C:13]([Cl:15])[CH:12]=[CH:11][C:7]=1[C:8]([OH:10])=[O:9].CN1C(=O)CCC1.Cl. Product: [Cl:15][C:13]1[CH:12]=[CH:11][C:7]([C:8]([OH:10])=[O:9])=[C:6]([NH:4][CH:1]([CH3:3])[CH3:2])[N:14]=1. The catalyst class is: 6. (5) Reactant: [S:1]1[C:5]2[CH:6]=[CH:7][CH:8]=[CH:9][C:4]=2[CH:3]=[C:2]1[CH2:10][C:11]1[CH:12]=[CH:13][C:14]([NH:56][CH3:57])=[C:15]([C@@H:17]2[O:46][C@H:45]([CH2:47][O:48][CH2:49][C:50]3[CH:55]=[CH:54][CH:53]=[CH:52][CH:51]=3)[C@@H:36]([O:37][CH2:38][C:39]3[CH:44]=[CH:43][CH:42]=[CH:41][CH:40]=3)[C@H:27]([O:28][CH2:29][C:30]3[CH:35]=[CH:34][CH:33]=[CH:32][CH:31]=3)[C@H:18]2[O:19][CH2:20][C:21]2[CH:26]=[CH:25][CH:24]=[CH:23][CH:22]=2)[CH:16]=1.C=O.[C:60](O)(=O)C.C(=O)([O-])O.[Na+]. Product: [S:1]1[C:5]2[CH:6]=[CH:7][CH:8]=[CH:9][C:4]=2[CH:3]=[C:2]1[CH2:10][C:11]1[CH:12]=[CH:13][C:14]([N:56]([CH3:60])[CH3:57])=[C:15]([C@@H:17]2[O:46][C@H:45]([CH2:47][O:48][CH2:49][C:50]3[CH:51]=[CH:52][CH:53]=[CH:54][CH:55]=3)[C@@H:36]([O:37][CH2:38][C:39]3[CH:40]=[CH:41][CH:42]=[CH:43][CH:44]=3)[C@H:27]([O:28][CH2:29][C:30]3[CH:35]=[CH:34][CH:33]=[CH:32][CH:31]=3)[C@H:18]2[O:19][CH2:20][C:21]2[CH:22]=[CH:23][CH:24]=[CH:25][CH:26]=2)[CH:16]=1. The catalyst class is: 4. (6) Reactant: C(N1C=CN=C1)(N1C=CN=C1)=O.[C:13]([C:15]1[CH:31]=[CH:30][C:18]([CH2:19][NH:20][C:21](=[O:29])[CH:22]([O:26][CH2:27][CH3:28])[C:23]([OH:25])=O)=[CH:17][CH:16]=1)#[N:14].[C:32](=[N:40]O)([NH2:39])[C:33]1[CH:38]=[CH:37][CH:36]=[CH:35][CH:34]=1. Product: [C:13]([C:15]1[CH:16]=[CH:17][C:18]([CH2:19][NH:20][C:21](=[O:29])[CH:22]([O:26][CH2:27][CH3:28])[C:23]2[O:25][N:40]=[C:32]([C:33]3[CH:38]=[CH:37][CH:36]=[CH:35][CH:34]=3)[N:39]=2)=[CH:30][CH:31]=1)#[N:14]. The catalyst class is: 1.